Task: Predict the product of the given reaction.. Dataset: Forward reaction prediction with 1.9M reactions from USPTO patents (1976-2016) (1) Given the reactants [Br:1][C:2]1[N:12]=[C:5]2[CH:6]=[CH:7][C:8]([CH2:10]O)=[CH:9][N:4]2[N:3]=1.S(Cl)([Cl:15])=O, predict the reaction product. The product is: [Br:1][C:2]1[N:12]=[C:5]2[CH:6]=[CH:7][C:8]([CH2:10][Cl:15])=[CH:9][N:4]2[N:3]=1. (2) Given the reactants [OH:1][C:2]1[CH:11]=[CH:10][C:5]2[C:6](=[O:9])[CH2:7][O:8][C:4]=2[CH:3]=1.[N+:12]([C:15]1[CH:16]=[C:17]2[C:21](=[CH:22][CH:23]=1)[NH:20][CH:19]=[C:18]2[CH:24]=O)([O-:14])=[O:13].Cl, predict the reaction product. The product is: [OH:1][C:2]1[CH:11]=[CH:10][C:5]2[C:6](=[O:9])/[C:7](=[CH:24]/[C:18]3[C:17]4[C:21](=[CH:22][CH:23]=[C:15]([N+:12]([O-:14])=[O:13])[CH:16]=4)[NH:20][CH:19]=3)/[O:8][C:4]=2[CH:3]=1. (3) The product is: [CH3:19][CH:20]1[C:28]2[C:23](=[CH:24][CH:25]=[CH:26][CH:27]=2)[N:22]([C:15](=[O:17])[CH2:14][C:9]2[NH:10][C:11](=[O:13])[CH:12]=[C:7]([N:1]3[CH2:2][CH2:3][O:4][CH2:5][CH2:6]3)[N:8]=2)[CH2:21]1. Given the reactants [N:1]1([C:7]2[N:8]=[C:9]([CH2:14][C:15]([O-:17])=O)[NH:10][C:11](=[O:13])[CH:12]=2)[CH2:6][CH2:5][O:4][CH2:3][CH2:2]1.[Na+].[CH3:19][CH:20]1[C:28]2[C:23](=[CH:24][CH:25]=[CH:26][CH:27]=2)[NH:22][CH2:21]1.Cl.CN(C)CCCN=C=NCC, predict the reaction product. (4) Given the reactants [Cl:1][C:2]1[CH:10]=[C:9]2[C:5]([C:6]([C:11]([N:13]3[CH2:18][CH2:17][CH:16]([C:19]4[CH:24]=[CH:23][CH:22]=[CH:21][C:20]=4[O:25][CH3:26])[CH2:15][CH2:14]3)=[O:12])=[CH:7][NH:8]2)=[CH:4][CH:3]=1.Cl[CH2:28][C:29]([N:31]1[CH2:36][CH2:35][N:34]([CH3:37])[CH2:33][CH2:32]1)=[O:30], predict the reaction product. The product is: [Cl:1][C:2]1[CH:10]=[C:9]2[C:5]([C:6]([C:11]([N:13]3[CH2:18][CH2:17][CH:16]([C:19]4[CH:24]=[CH:23][CH:22]=[CH:21][C:20]=4[O:25][CH3:26])[CH2:15][CH2:14]3)=[O:12])=[CH:7][N:8]2[CH2:28][C:29]([N:31]2[CH2:36][CH2:35][N:34]([CH3:37])[CH2:33][CH2:32]2)=[O:30])=[CH:4][CH:3]=1. (5) Given the reactants CC1C=CC(S(O[CH2:12][C@H:13]2[CH:22]=[CH:21][C:20]3[C:15](=[C:16]([O:23][CH3:24])[CH:17]=[CH:18][CH:19]=3)[O:14]2)(=O)=O)=CC=1.[NH:25]1[CH2:30][CH:29]=[C:28]([C:31]2[C:39]3[C:34](=[CH:35][CH:36]=[CH:37][CH:38]=3)[NH:33][CH:32]=2)[CH2:27][CH2:26]1, predict the reaction product. The product is: [CH3:24][O:23][C:16]1[CH:17]=[CH:18][CH:19]=[C:20]2[C:15]=1[O:14][C@@H:13]([CH2:12][N:25]1[CH2:26][CH:27]=[C:28]([C:31]3[C:39]4[C:34](=[CH:35][CH:36]=[CH:37][CH:38]=4)[NH:33][CH:32]=3)[CH2:29][CH2:30]1)[CH:22]=[CH:21]2. (6) Given the reactants [Li+].[CH3:2]C([N-]C(C)C)C.[C:9]1([C:31]2[CH:36]=[CH:35][CH:34]=[CH:33][CH:32]=2)[CH:14]=[CH:13][C:12]([CH2:15][C@H:16]2[N:20](CC3C=CC(OC)=CC=3)[C:19](=[O:30])[CH2:18][CH2:17]2)=[CH:11][CH:10]=1.[C:37](Cl)(=O)[C:38]1[CH:43]=CC=C[CH:39]=1.[CH2:46]=[O:47].C([O-])([O-])=O.[K+].[K+].[OH2:54].[OH-:55].[Li+].P(=O)(O)(O)O, predict the reaction product. The product is: [C:9]1([C:31]2[CH:32]=[CH:33][CH:34]=[CH:35][CH:36]=2)[CH:10]=[CH:11][C:12]([CH2:15][C@@H:16]([NH:20][C:19]([O:30][C:38]([CH3:43])([CH3:39])[CH3:37])=[O:55])[CH2:17][C:18](=[CH2:2])[C:46]([OH:54])=[O:47])=[CH:13][CH:14]=1.